Dataset: Full USPTO retrosynthesis dataset with 1.9M reactions from patents (1976-2016). Task: Predict the reactants needed to synthesize the given product. (1) The reactants are: [C:1]([O:5][C:6]1[CH:11]=[CH:10][C:9]([CH2:12][C@H:13]([NH:36]C(=O)OCC2C3C=CC=CC=3C3C2=CC=CC=3)[C:14]([N:16]([CH2:28][CH:29]([O:33][CH2:34][CH3:35])[O:30][CH2:31][CH3:32])[CH2:17][C:18]2[C:27]3[C:22](=[CH:23][CH:24]=[CH:25][CH:26]=3)[CH:21]=[CH:20][CH:19]=2)=[O:15])=[CH:8][CH:7]=1)([CH3:4])([CH3:3])[CH3:2].N1CCCCC1. Given the product [NH2:36][C@@H:13]([CH2:12][C:9]1[CH:10]=[CH:11][C:6]([O:5][C:1]([CH3:3])([CH3:2])[CH3:4])=[CH:7][CH:8]=1)[C:14]([N:16]([CH2:28][CH:29]([O:33][CH2:34][CH3:35])[O:30][CH2:31][CH3:32])[CH2:17][C:18]1[C:27]2[C:22](=[CH:23][CH:24]=[CH:25][CH:26]=2)[CH:21]=[CH:20][CH:19]=1)=[O:15], predict the reactants needed to synthesize it. (2) Given the product [F:3][C:4]1[C:9]([F:10])=[CH:8][CH:7]=[C:6]([N+:11]([O-:13])=[O:12])[C:5]=1[CH2:14][CH2:15][OH:16], predict the reactants needed to synthesize it. The reactants are: [BH4-].[Na+].[F:3][C:4]1[C:9]([F:10])=[CH:8][CH:7]=[C:6]([N+:11]([O-:13])=[O:12])[C:5]=1[CH2:14][C:15](O)=[O:16].C(Cl)Cl.C([O-])(O)=O.[Na+].